From a dataset of Volume of distribution at steady state (VDss) regression data from Lombardo et al.. Regression/Classification. Given a drug SMILES string, predict its absorption, distribution, metabolism, or excretion properties. Task type varies by dataset: regression for continuous measurements (e.g., permeability, clearance, half-life) or binary classification for categorical outcomes (e.g., BBB penetration, CYP inhibition). For this dataset (vdss_lombardo), we predict log10(VDss) (log10 of volume of distribution in L/kg). (1) The compound is C[NH+]1CCN(C2=Nc3cc(Cl)ccc3Nc3ccccc32)CC1. The log10(VDss) is 0.200. (2) The molecule is CC(C)(O)c1ccccc1CCC(SCC1(CC(=O)[O-])CC1)c1cccc(/C=C/c2ccc3ccc(Cl)cc3n2)c1. The log10(VDss) is -0.820. (3) The molecule is COc1nc(N)nc2c1ncn2C1OC(CO)C(O)C1O. The log10(VDss) is 0.690.